The task is: Regression/Classification. Given a drug SMILES string, predict its absorption, distribution, metabolism, or excretion properties. Task type varies by dataset: regression for continuous measurements (e.g., permeability, clearance, half-life) or binary classification for categorical outcomes (e.g., BBB penetration, CYP inhibition). Dataset: cyp1a2_veith.. This data is from CYP1A2 inhibition data for predicting drug metabolism from PubChem BioAssay. (1) The molecule is N#CC(=NCCO)C1=C(O)c2ccccc2C1=O. The result is 1 (inhibitor). (2) The compound is Cc1ccccc1OCC1Cn2c(nc3c2c(=O)[nH]c(=O)n3C)O1. The result is 0 (non-inhibitor). (3) The molecule is O=C(Nc1cccc(F)c1)N1CC[C@@]2(CCCNC2)C1. The result is 0 (non-inhibitor). (4) The compound is Cc1cnc(CNc2ccnc(-c3ccccc3CN(C)C)n2)cn1. The result is 1 (inhibitor). (5) The compound is Cc1ccc(C)c(-n2c(Cc3cc(=O)[nH]c(=O)[nH]3)nnc2SCC(=O)NCC2CCCO2)c1. The result is 0 (non-inhibitor).